Dataset: Catalyst prediction with 721,799 reactions and 888 catalyst types from USPTO. Task: Predict which catalyst facilitates the given reaction. (1) The catalyst class is: 148. Product: [C@@H:1]12[CH2:7][C@@H:4]([CH2:5][CH2:6]1)[CH2:3][C@@H:2]2[O:8][C:11]1[C:10]([Cl:9])=[CH:22][C:14]([C:15]([O:17][C:18]([CH3:19])([CH3:20])[CH3:21])=[O:16])=[C:13]([F:23])[CH:12]=1. Reactant: [C@@H:1]12[CH2:7][C@@H:4]([CH2:5][CH2:6]1)[CH2:3][C@@H:2]2[OH:8].[Cl:9][C:10]1[C:11](F)=[CH:12][C:13]([F:23])=[C:14]([CH:22]=1)[C:15]([O:17][C:18]([CH3:21])([CH3:20])[CH3:19])=[O:16].C(=O)([O-])[O-].[Cs+].[Cs+]. (2) Reactant: [NH2:1][C:2]1[CH:7]=[CH:6][C:5]([Cl:8])=[CH:4][C:3]=1[C:9]([C:11]1[CH:12]=[N:13][C:14]([CH3:17])=[CH:15][CH:16]=1)=[O:10].[CH3:18][C:19]([C:26]1[CH:31]=[CH:30][C:29]([S:32](Cl)(=[O:34])=[O:33])=[CH:28][CH:27]=1)([C:21]1[N:22]=[CH:23][O:24][CH:25]=1)[CH3:20]. Product: [Cl:8][C:5]1[CH:6]=[CH:7][C:2]([NH:1][S:32]([C:29]2[CH:28]=[CH:27][C:26]([C:19]([CH3:20])([C:21]3[N:22]=[CH:23][O:24][CH:25]=3)[CH3:18])=[CH:31][CH:30]=2)(=[O:33])=[O:34])=[C:3]([C:9]([C:11]2[CH:12]=[N:13][C:14]([CH3:17])=[CH:15][CH:16]=2)=[O:10])[CH:4]=1. The catalyst class is: 17. (3) Reactant: [F:1][C:2]1[C:10]([O:11][CH3:12])=[CH:9][CH:8]=[C:7]([O:13][CH3:14])[C:3]=1[C:4](O)=[O:5].O=S(Cl)[Cl:17].CN(C=O)C. Product: [F:1][C:2]1[C:10]([O:11][CH3:12])=[CH:9][CH:8]=[C:7]([O:13][CH3:14])[C:3]=1[C:4]([Cl:17])=[O:5]. The catalyst class is: 2. (4) Reactant: [CH3:1][C:2]1([CH3:23])[C:11]2[C:6]3=[C:7]([CH2:12][N:13](C(OC(C)(C)C)=O)[CH2:14][CH2:15][N:5]3[CH2:4][CH2:3]1)[CH:8]=[CH:9][CH:10]=2.FC(F)(F)C(O)=O. Product: [CH3:1][C:2]1([CH3:23])[C:11]2[C:6]3=[C:7]([CH2:12][NH:13][CH2:14][CH2:15][N:5]3[CH2:4][CH2:3]1)[CH:8]=[CH:9][CH:10]=2. The catalyst class is: 4.